From a dataset of Peptide-MHC class I binding affinity with 185,985 pairs from IEDB/IMGT. Regression. Given a peptide amino acid sequence and an MHC pseudo amino acid sequence, predict their binding affinity value. This is MHC class I binding data. (1) The peptide sequence is GVFELSDEK. The MHC is HLA-B44:02 with pseudo-sequence HLA-B44:02. The binding affinity (normalized) is 0.0847. (2) The peptide sequence is VPQTDAGVT. The MHC is HLA-B44:02 with pseudo-sequence HLA-B44:02. The binding affinity (normalized) is 0.0847. (3) The peptide sequence is SQYDPKELL. The MHC is HLA-B53:01 with pseudo-sequence HLA-B53:01. The binding affinity (normalized) is 0.213. (4) The peptide sequence is VHTQFALL. The MHC is H-2-Kb with pseudo-sequence H-2-Kb. The binding affinity (normalized) is 0.794. (5) The peptide sequence is SFSFGGFTFK. The MHC is HLA-A03:01 with pseudo-sequence HLA-A03:01. The binding affinity (normalized) is 0.516. (6) The peptide sequence is ISKKAKGWF. The MHC is HLA-A11:01 with pseudo-sequence HLA-A11:01. The binding affinity (normalized) is 0. (7) The peptide sequence is RPKVPLRTMS. The MHC is Mamu-A2201 with pseudo-sequence Mamu-A2201. The binding affinity (normalized) is 0. (8) The peptide sequence is HLIFCHSKK. The MHC is HLA-A03:01 with pseudo-sequence HLA-A03:01. The binding affinity (normalized) is 0.446. (9) The peptide sequence is MVFGRFSFA. The MHC is HLA-A30:02 with pseudo-sequence HLA-A30:02. The binding affinity (normalized) is 0.0847. (10) The peptide sequence is MPIAAAIGT. The MHC is HLA-A02:16 with pseudo-sequence HLA-A02:16. The binding affinity (normalized) is 0.0847.